From a dataset of Reaction yield outcomes from USPTO patents with 853,638 reactions. Predict the reaction yield, written as a fraction of the theoretical maximum amount of product (1.0 means a 100% yield; for example, 0.34 means a 34% yield). (1) The reactants are [CH2:1]([S:8][CH:9]([CH:27]([O:30][CH3:31])[O:28][CH3:29])[CH2:10][NH:11][C:12]([C:14]1[NH:15][C:16]2[C:21]([CH:22]=1)=[CH:20][C:19]([OH:23])=[CH:18][C:17]=2[N+:24]([O-:26])=[O:25])=[O:13])[C:2]1[CH:7]=[CH:6][CH:5]=[CH:4][CH:3]=1.C(N(CC)CC)C.[C:39](Cl)(=[O:44])[C:40]([CH3:43])([CH3:42])[CH3:41]. The catalyst is O1CCCC1.C(OCC)(=O)C. The product is [C:39]([O:23][C:19]1[CH:20]=[C:21]2[C:16](=[C:17]([N+:24]([O-:26])=[O:25])[CH:18]=1)[NH:15][C:14]([C:12]([NH:11][CH2:10][CH:9]([S:8][CH2:1][C:2]1[CH:3]=[CH:4][CH:5]=[CH:6][CH:7]=1)[CH:27]([O:28][CH3:29])[O:30][CH3:31])=[O:13])=[CH:22]2)(=[O:44])[C:40]([CH3:43])([CH3:42])[CH3:41]. The yield is 0.990. (2) The reactants are [C:1]1([NH:7][C:8](=[O:22])[NH:9][C:10]2[CH:15]=[CH:14][C:13]([CH2:16][C:17]([O:19]CC)=[O:18])=[CH:12][CH:11]=2)[CH:6]=[CH:5][CH:4]=[CH:3][CH:2]=1.[OH-].[Na+].Cl. The catalyst is C1COCC1.C[C@H]1O[C@H]2[C@H](O)[C@@H](O)[C@H](OC3C4C(=CC5OCOC=5C=4)[C@@H](C4C=C(OC)C(O)=C(OC)C=4)[C@@H]4[C@@H]3COC4=O)O[C@@H]2CO1.C1COP(NCCCl)(=O)N(CCCl)C1.[NH2-].[NH2-].Cl[Pt+2]Cl. The product is [C:1]1([NH:7][C:8](=[O:22])[NH:9][C:10]2[CH:15]=[CH:14][C:13]([CH2:16][C:17]([OH:19])=[O:18])=[CH:12][CH:11]=2)[CH:2]=[CH:3][CH:4]=[CH:5][CH:6]=1. The yield is 0.930. (3) The reactants are [C:1]([C:3]1[CH:8]=[CH:7][C:6](OS(C(F)(F)F)(=O)=O)=[CH:5][C:4]=1[F:17])#[N:2].[Br-].[CH2:19]([Zn+])[C:20]1[CH:25]=[CH:24][CH:23]=[CH:22][CH:21]=1.[Cl-].[NH4+]. The catalyst is O1CCCC1.C1C=CC(/C=C/C(/C=C/C2C=CC=CC=2)=O)=CC=1.C1C=CC(/C=C/C(/C=C/C2C=CC=CC=2)=O)=CC=1.[Pd].C1(P(C2C=CC=CC=2)[C-]2C=CC=C2)C=CC=CC=1.[C-]1(P(C2C=CC=CC=2)C2C=CC=CC=2)C=CC=C1.[Fe+2]. The product is [CH2:19]([C:6]1[CH:7]=[CH:8][C:3]([C:1]#[N:2])=[C:4]([F:17])[CH:5]=1)[C:20]1[CH:25]=[CH:24][CH:23]=[CH:22][CH:21]=1. The yield is 0.650. (4) The reactants are [Cl:1][C:2]1[N:7]=[C:6](Cl)[C:5]([I:9])=[CH:4][N:3]=1.[NH2:10][CH2:11][CH2:12][OH:13]. No catalyst specified. The product is [Cl:1][C:2]1[N:7]=[C:6]([NH:10][CH2:11][CH2:12][OH:13])[C:5]([I:9])=[CH:4][N:3]=1. The yield is 0.830.